This data is from Forward reaction prediction with 1.9M reactions from USPTO patents (1976-2016). The task is: Predict the product of the given reaction. (1) Given the reactants [F:1][C:2]1[CH:7]=[C:6]([F:8])[CH:5]=[CH:4][C:3]=1[C:9]#[CH:10].[NH2:11][C:12]1[CH:19]=[CH:18][CH:17]=[CH:16][C:13]=1[CH2:14][SH:15].[Na], predict the reaction product. The product is: [F:1][C:2]1[CH:7]=[C:6]([F:8])[CH:5]=[CH:4][C:3]=1/[CH:9]=[CH:10]\[CH:14]([S:15][CH:14](/[CH:10]=[CH:9]\[C:3]1[CH:4]=[CH:5][C:6]([F:8])=[CH:7][C:2]=1[F:1])[C:13]1[CH:16]=[CH:17][CH:18]=[CH:19][C:12]=1[NH2:11])[C:13]1[CH:16]=[CH:17][CH:18]=[CH:19][C:12]=1[NH2:11]. (2) Given the reactants C[Si](C)(C)N[Si](C)(C)C.[Li]CCCC.[CH2:15]([C@@H:22]1[CH2:26][O:25][C:24](=[O:27])[N:23]1[C:28](=[O:33])[CH2:29][CH:30]([CH3:32])[CH3:31])[C:16]1[CH:21]=[CH:20][CH:19]=[CH:18][CH:17]=1.Br[CH2:35][C:36]1[CH:44]=[C:43]2[C:39]([CH:40]=[N:41][N:42]2[CH2:45][CH2:46][CH2:47][O:48][CH3:49])=[CH:38][CH:37]=1.[NH4+].[Cl-], predict the reaction product. The product is: [CH2:15]([C@@H:22]1[CH2:26][O:25][C:24](=[O:27])[N:23]1[C:28](=[O:33])[C@H:29]([CH2:35][C:36]1[CH:44]=[C:43]2[C:39]([CH:40]=[N:41][N:42]2[CH2:45][CH2:46][CH2:47][O:48][CH3:49])=[CH:38][CH:37]=1)[CH:30]([CH3:31])[CH3:32])[C:16]1[CH:17]=[CH:18][CH:19]=[CH:20][CH:21]=1.